Dataset: Full USPTO retrosynthesis dataset with 1.9M reactions from patents (1976-2016). Task: Predict the reactants needed to synthesize the given product. (1) The reactants are: [CH3:1][C:2]1([C:7]2[O:11][C:10]([CH2:12][N:13]3[CH:17]=[C:16]([NH2:18])[CH:15]=[N:14]3)=[CH:9][CH:8]=2)[O:6]CCO1.[NH:19]1[C:27]2[C:22](=[CH:23][CH:24]=[CH:25][CH:26]=2)[C:21](/[CH:28]=[CH:29]/[C:30](O)=[O:31])=[CH:20]1. Given the product [C:2]([C:7]1[O:11][C:10]([CH2:12][N:13]2[CH:17]=[C:16]([NH:18][C:30](=[O:31])/[CH:29]=[CH:28]/[C:21]3[C:22]4[C:27](=[CH:26][CH:25]=[CH:24][CH:23]=4)[NH:19][CH:20]=3)[CH:15]=[N:14]2)=[CH:9][CH:8]=1)(=[O:6])[CH3:1], predict the reactants needed to synthesize it. (2) The reactants are: [H-].[Na+].[I-].C[S+](C)(C)=O.[CH3:9]S(C)=O.[O:13]=[C:14]1[CH2:19][CH2:18][CH:17]([C:20]2[CH:30]=[CH:29][C:23]([C:24]([O:26][CH2:27][CH3:28])=[O:25])=[CH:22][CH:21]=2)[CH2:16][CH2:15]1. Given the product [O:13]1[C:14]2([CH2:19][CH2:18][CH:17]([C:20]3[CH:21]=[CH:22][C:23]([C:24]([O:26][CH2:27][CH3:28])=[O:25])=[CH:29][CH:30]=3)[CH2:16][CH2:15]2)[CH2:9]1, predict the reactants needed to synthesize it. (3) The reactants are: [OH:1][CH:2]1[CH2:6][CH2:5][CH2:4][CH:3]1[NH:7][S:8]([CH:11]([CH3:13])[CH3:12])(=[O:10])=[O:9].[Cr](Cl)([O-])(=O)=O.[NH+]1C=CC=CC=1. Given the product [CH3:13][CH:11]([S:8]([NH:7][CH:3]1[CH2:4][CH2:5][CH2:6][C:2]1=[O:1])(=[O:10])=[O:9])[CH3:12], predict the reactants needed to synthesize it. (4) The reactants are: C[Si]([N-][Si](C)(C)C)(C)C.[Na+].[CH2:11]([N:13]1[N:17]=[N:16][C:15]([C:18]2[CH:23]=[CH:22][C:21]([C:24]([C:29]3[CH:34]=[CH:33][C:32]([CH:35]([OH:43])[CH2:36][C:37]4[CH:42]=[CH:41][CH:40]=[CH:39][N:38]=4)=[CH:31][CH:30]=3)([CH3:28])[CH:25]([CH3:27])[CH3:26])=[CH:20][CH:19]=2)=[N:14]1)[CH3:12].I[CH3:45]. Given the product [CH2:11]([N:13]1[N:17]=[N:16][C:15]([C:18]2[CH:19]=[CH:20][C:21]([C:24]([C:29]3[CH:30]=[CH:31][C:32]([CH:35]([O:43][CH3:45])[CH2:36][C:37]4[CH:42]=[CH:41][CH:40]=[CH:39][N:38]=4)=[CH:33][CH:34]=3)([CH3:28])[CH:25]([CH3:27])[CH3:26])=[CH:22][CH:23]=2)=[N:14]1)[CH3:12], predict the reactants needed to synthesize it. (5) The reactants are: [NH2:1][CH2:2][CH2:3][C:4]1[CH:9]=[CH:8][C:7]([OH:10])=[CH:6][CH:5]=1.[CH:11](=O)[C:12]1[CH:17]=[CH:16][CH:15]=[CH:14][CH:13]=1.CO. Given the product [CH2:11]([NH:1][CH2:2][CH2:3][C:4]1[CH:9]=[CH:8][C:7]([OH:10])=[CH:6][CH:5]=1)[C:12]1[CH:17]=[CH:16][CH:15]=[CH:14][CH:13]=1, predict the reactants needed to synthesize it. (6) Given the product [NH2:16][C@H:7]1[C:8]2[C:13](=[CH:12][CH:11]=[C:10]([O:14][CH3:15])[N:9]=2)[N:4]([C:1](=[O:3])[CH3:2])[C@@H:5]([CH:28]2[CH2:30][CH2:29]2)[C@@H:6]1[CH3:27], predict the reactants needed to synthesize it. The reactants are: [C:1]([N:4]1[C:13]2[C:8](=[N:9][C:10]([O:14][CH3:15])=[CH:11][CH:12]=2)[C@H:7]([NH:16]C(=O)OCC2C=CC=CC=2)[C@@H:6]([CH3:27])[C@@H:5]1[CH:28]1[CH2:30][CH2:29]1)(=[O:3])[CH3:2].